This data is from Full USPTO retrosynthesis dataset with 1.9M reactions from patents (1976-2016). The task is: Predict the reactants needed to synthesize the given product. Given the product [N:37]12[CH2:36][CH2:35][CH:34]([CH2:14][CH2:15]1)[C@@H:33]([NH:38][C:11]([C:9]1[CH:8]=[CH:7][C:6]3[C:2]([CH3:1])=[N:3][O:4][C:5]=3[CH:10]=1)=[O:13])[CH2:32]2, predict the reactants needed to synthesize it. The reactants are: [CH3:1][C:2]1[C:6]2[CH:7]=[CH:8][C:9]([C:11]([OH:13])=O)=[CH:10][C:5]=2[O:4][N:3]=1.[CH3:14][CH2:15]N(C(C)C)C(C)C.CN(C(ON1N=[N:38][C:33]2[CH:34]=[CH:35][CH:36]=[N:37][C:32]1=2)=[N+](C)C)C.F[P-](F)(F)(F)(F)F.